This data is from Reaction yield outcomes from USPTO patents with 853,638 reactions. The task is: Predict the reaction yield, written as a fraction of the theoretical maximum amount of product (1.0 means a 100% yield; for example, 0.34 means a 34% yield). (1) The yield is 0.600. The product is [CH3:10][C:8]1[N:7]([CH2:11][C:12]2[CH:17]=[CH:16][CH:15]=[CH:14][CH:13]=2)[C:6]2[CH:18]=[C:2]([N:22]3[CH2:27][CH2:26][O:25][CH2:24][CH2:23]3)[CH:3]=[C:4]([N+:19]([O-:21])=[O:20])[C:5]=2[N:9]=1. The catalyst is O1CCOCC1.C1C=CC(/C=C/C(/C=C/C2C=CC=CC=2)=O)=CC=1.C1C=CC(/C=C/C(/C=C/C2C=CC=CC=2)=O)=CC=1.[Pd]. The reactants are Br[C:2]1[CH:3]=[C:4]([N+:19]([O-:21])=[O:20])[C:5]2[N:9]=[C:8]([CH3:10])[N:7]([CH2:11][C:12]3[CH:17]=[CH:16][CH:15]=[CH:14][CH:13]=3)[C:6]=2[CH:18]=1.[NH:22]1[CH2:27][CH2:26][O:25][CH2:24][CH2:23]1.C([O-])([O-])=O.[Cs+].[Cs+].CC(C1C=C(C(C)C)C(C2C=CC=CC=2P(C2CCCCC2)C2CCCCC2)=C(C(C)C)C=1)C. (2) The reactants are [CH3:1][CH:2]([CH2:11][CH3:12])[CH2:3][CH:4]=[CH:5][C:6]([O:8][CH2:9][CH3:10])=[O:7].C1CCN2C(=NCCC2)CC1.[N+:24]([CH3:27])([O-:26])=[O:25]. The catalyst is C(#N)C. The product is [CH3:1][CH:2]([CH2:11][CH3:12])[CH2:3][CH:4]([CH2:27][N+:24]([O-:26])=[O:25])[CH2:5][C:6]([O:8][CH2:9][CH3:10])=[O:7]. The yield is 0.420. (3) The reactants are C[O:2][C:3]([C:5]1[N:6]=[C:7]2[C:12]([C:13]([F:16])([F:15])[F:14])=[CH:11][C:10]([NH2:17])=[CH:9][N:8]2[C:18]=1[Cl:19])=[O:4].O.[OH-].[Li+]. The catalyst is C1COCC1.O. The product is [NH2:17][C:10]1[CH:11]=[C:12]([C:13]([F:16])([F:15])[F:14])[C:7]2[N:8]([C:18]([Cl:19])=[C:5]([C:3]([OH:4])=[O:2])[N:6]=2)[CH:9]=1. The yield is 1.00. (4) The reactants are S(Cl)(Cl)=O.CC1C=CC(C(O)=O)=CN=1.CC1N=CC(C(Cl)=O)=CC=1.[CH3:25][O:26][C:27]1[CH:28]=[C:29]2[C:34](=[CH:35][C:36]=1[O:37][CH3:38])[N:33]=[CH:32][N:31]=[C:30]2[O:39][C:40]1[CH:46]=[CH:45][C:43]([NH2:44])=[CH:42][CH:41]=1.[CH3:47][C:48]1[N:53]=[CH:52][C:51]([C:54]([N:56]=[C:57]=[S:58])=[O:55])=[CH:50][CH:49]=1. The catalyst is C1(C)C=CC=CC=1.C(O)C. The product is [CH3:25][O:26][C:27]1[CH:28]=[C:29]2[C:34](=[CH:35][C:36]=1[O:37][CH3:38])[N:33]=[CH:32][N:31]=[C:30]2[O:39][C:40]1[CH:46]=[CH:45][C:43]([NH:44][C:57]([NH:56][C:54]([C:51]2[CH:52]=[N:53][C:48]([CH3:47])=[CH:49][CH:50]=2)=[O:55])=[S:58])=[CH:42][CH:41]=1. The yield is 0.890. (5) The reactants are [H-].[Na+].C1OCCOCCOCCOCCOC1.[F:18][C:19]1[C:20]([CH2:31][N:32]([CH3:40])[C:33](=[O:39])[O:34][C:35]([CH3:38])([CH3:37])[CH3:36])=[CH:21][NH:22][C:23]=1[C:24]1[C:25]([F:30])=[N:26][CH:27]=[CH:28][CH:29]=1.[Cl:41][C:42]1[C:47]([S:48](Cl)(=[O:50])=[O:49])=[CH:46][CH:45]=[CH:44][N:43]=1. The catalyst is O1CCCC1.O. The product is [Cl:41][C:42]1[C:47]([S:48]([N:22]2[C:23]([C:24]3[C:25]([F:30])=[N:26][CH:27]=[CH:28][CH:29]=3)=[C:19]([F:18])[C:20]([CH2:31][N:32]([CH3:40])[C:33](=[O:39])[O:34][C:35]([CH3:36])([CH3:37])[CH3:38])=[CH:21]2)(=[O:50])=[O:49])=[CH:46][CH:45]=[CH:44][N:43]=1. The yield is 0.910. (6) The reactants are [CH2:1]([O:3][C:4](=[O:12])[CH:5]([C:10]#[N:11])[NH:6][C:7](=O)[CH3:8])[CH3:2].COC1C=CC(P2(=S)SP(=S)(C3C=CC(OC)=CC=3)[S:22]2)=CC=1. The catalyst is C1(C)C=CC=CC=1. The product is [CH2:1]([O:3][C:4]([C:5]1[N:6]=[C:7]([CH3:8])[S:22][C:10]=1[NH2:11])=[O:12])[CH3:2]. The yield is 0.505.